This data is from Peptide-MHC class I binding affinity with 185,985 pairs from IEDB/IMGT. The task is: Regression. Given a peptide amino acid sequence and an MHC pseudo amino acid sequence, predict their binding affinity value. This is MHC class I binding data. (1) The peptide sequence is VHLLQGGKK. The MHC is HLA-B27:05 with pseudo-sequence HLA-B27:05. The binding affinity (normalized) is 0.0847. (2) The MHC is H-2-Db with pseudo-sequence H-2-Db. The binding affinity (normalized) is 0.0965. The peptide sequence is LMSIVSSL. (3) The peptide sequence is KSVAGRFAA. The MHC is H-2-Kb with pseudo-sequence H-2-Kb. The binding affinity (normalized) is 0.425. (4) The peptide sequence is YADHGANQL. The MHC is HLA-A26:01 with pseudo-sequence HLA-A26:01. The binding affinity (normalized) is 0.0847. (5) The peptide sequence is TPVMSRFAA. The MHC is HLA-A25:01 with pseudo-sequence HLA-A25:01. The binding affinity (normalized) is 0.0847. (6) The peptide sequence is ASYAAAAAY. The MHC is SLA-30401 with pseudo-sequence SLA-30401. The binding affinity (normalized) is 0.0847.